This data is from Reaction yield outcomes from USPTO patents with 853,638 reactions. The task is: Predict the reaction yield, written as a fraction of the theoretical maximum amount of product (1.0 means a 100% yield; for example, 0.34 means a 34% yield). (1) The reactants are I.[NH2:2][C:3]1[C:4]([C:11]([NH:13][C:14](=[NH:17])SC)=[O:12])=[N:5][C:6]([Cl:10])=[C:7]([NH2:9])[N:8]=1.Br.[OH:19][C:20]1[CH:21]=[C:22]([CH2:27][CH2:28][CH2:29][CH2:30][NH2:31])[CH:23]=[CH:24][C:25]=1[OH:26]. The catalyst is C1COCC1.C(N(CC)CC)C. The product is [ClH:10].[OH:19][C:20]1[CH:21]=[C:22]([CH2:27][CH2:28][CH2:29][CH2:30][NH:31][C:14]([NH:13][C:11]([C:4]2[C:3]([NH2:2])=[N:8][C:7]([NH2:9])=[C:6]([Cl:10])[N:5]=2)=[O:12])=[NH:17])[CH:23]=[CH:24][C:25]=1[OH:26]. The yield is 0.510. (2) The reactants are [CH:1]1([S:4]([NH:7][C:8]([C@@:10]23[CH2:25][C@H:24]2[CH:23]=[CH:22][CH2:21][CH2:20][CH2:19][CH2:18][CH2:17][C@H:16]([NH:26][C:27](=[O:33])[O:28][C:29]([CH3:32])([CH3:31])[CH3:30])[C:15](=[O:34])[N:14]2[CH2:35][C@H:36]([OH:38])[CH2:37][C@H:13]2[C:12](=[O:39])[NH:11]3)=[O:9])(=[O:6])=[O:5])[CH2:3][CH2:2]1.Cl[C:41]1[N:42]=[C:43]2[C:48](=[C:49]3[C:54]=1[CH:53]=[C:52]([F:55])[CH:51]=[CH:50]3)[CH:47]=[CH:46][CH:45]=[CH:44]2.CC([O-])(CC)C.[Na+].Cl. The catalyst is CN(C)C=O. The product is [CH:1]1([S:4]([NH:7][C:8]([C@@:10]23[CH2:25][C@H:24]2[CH:23]=[CH:22][CH2:21][CH2:20][CH2:19][CH2:18][CH2:17][C@H:16]([NH:26][C:27](=[O:33])[O:28][C:29]([CH3:31])([CH3:32])[CH3:30])[C:15](=[O:34])[N:14]2[CH2:35][C@H:36]([O:38][C:41]4[N:42]=[C:43]5[C:48](=[C:49]6[C:54]=4[CH:53]=[C:52]([F:55])[CH:51]=[CH:50]6)[CH:47]=[CH:46][CH:45]=[CH:44]5)[CH2:37][C@H:13]2[C:12](=[O:39])[NH:11]3)=[O:9])(=[O:6])=[O:5])[CH2:3][CH2:2]1. The yield is 0.700. (3) The reactants are [CH3:1][O:2][C:3]([C:5]1([CH2:11][CH:12]=O)[CH2:10][CH2:9][O:8][CH2:7][CH2:6]1)=[O:4].Cl[CH:15](Cl)C.[Cl:18][C:19]1[N:24]=[CH:23][C:22]([NH2:25])=[CH:21][N:20]=1.C(O)(=O)C.[BH-](OC(C)=O)(OC(C)=O)OC(C)=O.[Na+]. The catalyst is C(Cl)Cl. The product is [CH3:1][O:2][C:3](=[O:4])[C:5]([CH2:6][CH2:15][NH:25][C:22]1[CH:21]=[N:20][C:19]([Cl:18])=[N:24][CH:23]=1)([CH2:11][CH3:12])[CH2:10][CH2:9][O:8][CH3:7]. The yield is 0.460. (4) The reactants are [Br:1][C:2]1[CH:7]=[CH:6][C:5](B(O)O)=[C:4]([F:11])[CH:3]=1.Br[C:13]1[N:18]=[CH:17][C:16]([O:19][CH2:20][CH:21]2[CH2:26][CH2:25][N:24]([C:27]([O:29][C:30]([CH3:33])([CH3:32])[CH3:31])=[O:28])[CH2:23][CH2:22]2)=[CH:15][CH:14]=1.C([O-])([O-])=O.[Na+].[Na+]. The catalyst is COCCOC.C1C=CC([P]([Pd]([P](C2C=CC=CC=2)(C2C=CC=CC=2)C2C=CC=CC=2)([P](C2C=CC=CC=2)(C2C=CC=CC=2)C2C=CC=CC=2)[P](C2C=CC=CC=2)(C2C=CC=CC=2)C2C=CC=CC=2)(C2C=CC=CC=2)C2C=CC=CC=2)=CC=1. The product is [Br:1][C:2]1[CH:7]=[CH:6][C:5]([C:13]2[N:18]=[CH:17][C:16]([O:19][CH2:20][CH:21]3[CH2:22][CH2:23][N:24]([C:27]([O:29][C:30]([CH3:33])([CH3:32])[CH3:31])=[O:28])[CH2:25][CH2:26]3)=[CH:15][CH:14]=2)=[C:4]([F:11])[CH:3]=1. The yield is 0.630. (5) The reactants are Br[C:2]1[CH:14]=[CH:13][C:12]2[C:11]3[C:6](=[CH:7][CH:8]=[CH:9][CH:10]=3)[N:5]([C:15]3[CH:20]=[CH:19][CH:18]=[CH:17][CH:16]=3)[C:4]=2[CH:3]=1.[NH:21]1[CH:25]=[CH:24][CH:23]=[N:22]1.C(=O)([O-])[O-].[K+].[K+].N1CCC[C@H]1C(O)=O. The catalyst is ClCCl.[Cu]I.CS(C)=O. The product is [C:4]1([N:5]2[C:6]3[CH:11]=[C:10]([N:21]4[CH:25]=[CH:24][CH:23]=[N:22]4)[CH:9]=[CH:8][C:7]=3[C:20]3[C:15]2=[CH:16][CH:17]=[CH:18][CH:19]=3)[CH:12]=[CH:13][CH:14]=[CH:2][CH:3]=1. The yield is 0.450. (6) The reactants are [Cl:1][C:2]1[C:7]([OH:8])=[CH:6][CH:5]=[CH:4][N:3]=1.[I-:9].[Na+].CC1C=CC(S(NCl)(=O)=O)=CC=1.Cl. The catalyst is CN(C)C=O.CCCCCC.C(OCC)(=O)C.O. The product is [Cl:1][C:2]1[C:7]([OH:8])=[CH:6][CH:5]=[C:4]([I:9])[N:3]=1. The yield is 0.910. (7) The reactants are [CH:1]1([CH2:4][O:5][C:6]2[CH:11]=[CH:10][C:9]([CH2:12][C:13]([O:15][CH3:16])=[O:14])=[CH:8][C:7]=2[NH:17][S:18]([CH3:21])(=[O:20])=[O:19])[CH2:3][CH2:2]1.[C:22](O[C:22]([O:24][C:25]([CH3:28])([CH3:27])[CH3:26])=[O:23])([O:24][C:25]([CH3:28])([CH3:27])[CH3:26])=[O:23]. The catalyst is C(Cl)Cl.CN(C1C=CN=CC=1)C. The product is [C:25]([O:24][C:22]([N:17]([C:7]1[CH:8]=[C:9]([CH2:12][C:13]([O:15][CH3:16])=[O:14])[CH:10]=[CH:11][C:6]=1[O:5][CH2:4][CH:1]1[CH2:3][CH2:2]1)[S:18]([CH3:21])(=[O:20])=[O:19])=[O:23])([CH3:28])([CH3:27])[CH3:26]. The yield is 0.650.